This data is from Forward reaction prediction with 1.9M reactions from USPTO patents (1976-2016). The task is: Predict the product of the given reaction. (1) Given the reactants [N:1]1([C:7]2[CH:12]=[CH:11][C:10]([N:13]3[C:17](=[O:18])[CH2:16][N:15]([CH2:19][C:20]4[CH:25]=[CH:24][N:23]=[CH:22][CH:21]=4)[C:14]3=[O:26])=[CH:9][CH:8]=2)[CH2:6][CH2:5][O:4][CH2:3][CH2:2]1.N1CCCCC1.[F:33][C:34]1[C:35]([OH:42])=[C:36]([CH:39]=[CH:40][CH:41]=1)[CH:37]=O, predict the reaction product. The product is: [F:33][C:34]1[C:35]([OH:42])=[C:36]([CH:39]=[CH:40][CH:41]=1)[CH2:37][CH:16]1[N:15]([CH2:19][C:20]2[CH:25]=[CH:24][N:23]=[CH:22][CH:21]=2)[C:14](=[O:26])[N:13]([C:10]2[CH:11]=[CH:12][C:7]([N:1]3[CH2:6][CH2:5][O:4][CH2:3][CH2:2]3)=[CH:8][CH:9]=2)[C:17]1=[O:18]. (2) Given the reactants [Cl-:1].[Cr+3:2].N1C2C=CC=CC=2N=C1CNCC1NC2C=CC=CC=2N=1.[Cl-].[Cl-].[NH:26]1[C:30]2[CH:31]=[CH:32][CH:33]=[CH:34][C:29]=2[N:28]=[C:27]1[CH2:35][N:36]([CH2:38][C:39]1[NH:43][C:42]2[CH:44]=[CH:45][CH:46]=[CH:47][C:41]=2[N:40]=1)[CH3:37].[K+].[Br-], predict the reaction product. The product is: [Cl-:1].[Cr+3:2].[NH:26]1[C:30]2[CH:31]=[CH:32][CH:33]=[CH:34][C:29]=2[N:28]=[C:27]1[CH2:35][N:36]([CH2:38][C:39]1[NH:40][C:41]2[CH:47]=[CH:46][CH:45]=[CH:44][C:42]=2[N:43]=1)[CH3:37].[Cl-:1].[Cl-:1]. (3) The product is: [CH2:21]([O:28][CH2:29][C:30]1[C@H:31]([OH:35])[CH2:32][C@H:33]([C:2]2[CH:3]=[N:4][N:5]3[C:10]([NH:11][C@@H:12]4[C:20]5[C:15](=[CH:16][CH:17]=[CH:18][CH:19]=5)[CH2:14][CH2:13]4)=[N:9][CH:8]=[N:7][C:6]=23)[CH:34]=1)[C:22]1[CH:27]=[CH:26][CH:25]=[CH:24][CH:23]=1. Given the reactants Br[C:2]1[CH:3]=[N:4][N:5]2[C:10]([NH:11][C@@H:12]3[C:20]4[C:15](=[CH:16][CH:17]=[CH:18][CH:19]=4)[CH2:14][CH2:13]3)=[N:9][CH:8]=[N:7][C:6]=12.[CH2:21]([O:28][CH2:29][C@@H:30]1[CH:34]=[CH:33][CH2:32][C@H:31]1[OH:35])[C:22]1[CH:27]=[CH:26][CH:25]=[CH:24][CH:23]=1.C1(CNCC2CCCCC2)CCCCC1, predict the reaction product. (4) Given the reactants [Cl:1][C:2]1[C:3]([C:9]2[CH:10]=[N:11][CH:12]=[C:13]([O:15][CH2:16][C:17]3[CH:22]=[CH:21][CH:20]=[C:19]([F:23])[CH:18]=3)[CH:14]=2)=[CH:4][C:5](F)=[N:6][CH:7]=1.[NH2:24][C@H:25]1[CH2:30][CH2:29][C@H:28]([CH2:31][NH:32]C(=O)OC(C)(C)C)[CH2:27][CH2:26]1.Cl.O1CCOCC1, predict the reaction product. The product is: [NH2:32][CH2:31][C@H:28]1[CH2:29][CH2:30][C@H:25]([NH:24][C:5]2[CH:4]=[C:3]([C:9]3[CH:10]=[N:11][CH:12]=[C:13]([O:15][CH2:16][C:17]4[CH:22]=[CH:21][CH:20]=[C:19]([F:23])[CH:18]=4)[CH:14]=3)[C:2]([Cl:1])=[CH:7][N:6]=2)[CH2:26][CH2:27]1.